This data is from Forward reaction prediction with 1.9M reactions from USPTO patents (1976-2016). The task is: Predict the product of the given reaction. Given the reactants [CH2:1](Br)[C:2]1[CH:7]=[CH:6][CH:5]=[CH:4][CH:3]=1.[F:9][C:10]1[C:15]([F:16])=[CH:14][CH:13]=[CH:12][C:11]=1[OH:17].C(=O)([O-])[O-].[K+].[K+], predict the reaction product. The product is: [CH2:1]([O:17][C:11]1[CH:12]=[CH:13][CH:14]=[C:15]([F:16])[C:10]=1[F:9])[C:2]1[CH:7]=[CH:6][CH:5]=[CH:4][CH:3]=1.